From a dataset of Full USPTO retrosynthesis dataset with 1.9M reactions from patents (1976-2016). Predict the reactants needed to synthesize the given product. (1) Given the product [CH2:11]([C:10]1[NH:9][C:3]2=[N:4][CH:5]=[C:6]([Br:8])[CH:7]=[C:2]2[N:1]=1)[C:12]1[CH:17]=[CH:16][CH:15]=[CH:14][CH:13]=1, predict the reactants needed to synthesize it. The reactants are: [NH2:1][C:2]1[C:3]([NH:9][C:10](=O)[CH2:11][C:12]2[CH:17]=[CH:16][CH:15]=[CH:14][CH:13]=2)=[N:4][CH:5]=[C:6]([Br:8])[CH:7]=1.CC(O)=O. (2) Given the product [Cl:32][C:30]1[CH:31]=[C:26]([NH:36][C:37]2[N:42]=[CH:41][C:40]([N:43]3[CH2:48][CH2:47][N:46]([C:49]([O:51][C:52]([CH3:55])([CH3:54])[CH3:53])=[O:50])[CH2:45][C@@H:44]3[CH3:2])=[CH:39][CH:38]=2)[C:27]2[N:28]([CH:33]=[CH:34][N:35]=2)[N:29]=1, predict the reactants needed to synthesize it. The reactants are: Cl[C:2]1C=C(NC2C=CC(N3CCN(C)CC3)=CN=2)C2N(C=CN=2)C=1.Br[C:26]1[C:27]2[N:28]([CH:33]=[CH:34][N:35]=2)[N:29]=[C:30]([Cl:32])[CH:31]=1.[NH2:36][C:37]1[N:42]=[CH:41][C:40]([N:43]2[CH2:48][CH2:47][N:46]([C:49]([O:51][C:52]([CH3:55])([CH3:54])[CH3:53])=[O:50])[CH2:45][CH2:44]2)=[CH:39][CH:38]=1.